Task: Predict the product of the given reaction.. Dataset: Forward reaction prediction with 1.9M reactions from USPTO patents (1976-2016) (1) Given the reactants Cl.COC1C=C(C=CC=1)C(NC1C=C(C=CC=1)N[C:14]1[C:23]2[C:18](=[CH:19][C:20]([O:26][CH3:27])=[C:21]([O:24][CH3:25])[CH:22]=2)[N:17]=[CH:16][N:15]=1)=O.C[O:35]C1C=C(N)C(=CC=1OC)C(O)=O.C(N)=O, predict the reaction product. The product is: [CH3:25][O:24][C:21]1[CH:22]=[C:23]2[C:18](=[CH:19][C:20]=1[O:26][CH3:27])[N:17]=[CH:16][NH:15][C:14]2=[O:35]. (2) Given the reactants [CH3:1][O:2][CH:3]1[CH2:8][CH2:7][N:6]([C:9]2[N:14]=[C:13]([NH2:15])[CH:12]=[CH:11][N:10]=2)[CH2:5][CH2:4]1.Cl[C:17]1[N:22]=[CH:21][C:20]2[C:23]([C:29]3C=CN[N:30]=3)=[CH:24][N:25]([CH:26]([CH3:28])[CH3:27])[C:19]=2[CH:18]=1.[CH3:34][C:35](C)([O-])C.[Na+].CC([OH:44])(C)C, predict the reaction product. The product is: [CH2:34]([NH:30][C:29]([C:23]1[C:20]2[CH:21]=[N:22][C:17]([NH:15][C:13]3[CH:12]=[CH:11][N:10]=[C:9]([N:6]4[CH2:5][CH2:4][CH:3]([O:2][CH3:1])[CH2:8][CH2:7]4)[N:14]=3)=[CH:18][C:19]=2[N:25]([CH:26]([CH3:27])[CH3:28])[CH:24]=1)=[O:44])[CH3:35].